Dataset: Catalyst prediction with 721,799 reactions and 888 catalyst types from USPTO. Task: Predict which catalyst facilitates the given reaction. (1) Reactant: [F-].C([N+](CCCC)(CCCC)CCCC)CCC.[Cl:19][C:20]1[CH:28]=[C:27]2[C:23]([C:24]([NH:37][C:38](=[O:42])[CH2:39][CH2:40][CH3:41])=[N:25][N:26]2COCC[Si](C)(C)C)=[CH:22][C:21]=1[C:43]1[CH:48]=[CH:47][C:46]([CH3:49])=[CH:45][CH:44]=1.C(OCC)(=O)C. Product: [Cl:19][C:20]1[CH:28]=[C:27]2[C:23]([C:24]([NH:37][C:38](=[O:42])[CH2:39][CH2:40][CH3:41])=[N:25][NH:26]2)=[CH:22][C:21]=1[C:43]1[CH:44]=[CH:45][C:46]([CH3:49])=[CH:47][CH:48]=1. The catalyst class is: 7. (2) Reactant: [NH:1]1[C:10]2[C:5](=[CH:6][CH:7]=[C:8]([C:11]([O:13][CH3:14])=[O:12])[CH:9]=2)[CH2:4][CH2:3][CH2:2]1.[Li+].[CH3:16][Si]([N-][Si](C)(C)C)(C)C.O1CCCC1.CI. Product: [CH3:16][N:1]1[C:10]2[C:5](=[CH:6][CH:7]=[C:8]([C:11]([O:13][CH3:14])=[O:12])[CH:9]=2)[CH2:4][CH2:3][CH2:2]1. The catalyst class is: 7. (3) Reactant: C([O:8][N:9]1[C:14](=[O:15])[C:13]2[CH:16]=[C:17]([F:25])[C:18]([N:20]3[CH2:24][CH2:23][CH2:22][CH2:21]3)=[N:19][C:12]=2[N:11]([C:26]2[CH:31]=[CH:30][C:29]([F:32])=[CH:28][C:27]=2[F:33])[C:10]1=[O:34])C1C=CC=CC=1. Product: [F:33][C:27]1[CH:28]=[C:29]([F:32])[CH:30]=[CH:31][C:26]=1[N:11]1[C:12]2[N:19]=[C:18]([N:20]3[CH2:21][CH2:22][CH2:23][CH2:24]3)[C:17]([F:25])=[CH:16][C:13]=2[C:14](=[O:15])[N:9]([OH:8])[C:10]1=[O:34]. The catalyst class is: 123. (4) Reactant: [Cl:1][C:2]1[C:3]2[C:10]([C:11]3[CH:16]=[CH:15][C:14]([O:17][CH2:18][CH2:19][N:20]4[CH2:25][CH2:24][N:23]([CH3:26])[CH2:22][CH2:21]4)=[C:13]([Cl:27])[C:12]=3[CH3:28])=[CH:9][S:8][C:4]=2[N:5]=[CH:6][N:7]=1.[Li+].CC([N-]C(C)C)C.Cl[Sn:38]([CH3:41])([CH3:40])[CH3:39].[NH4+].[Cl-]. Product: [Cl:1][C:2]1[C:3]2[C:10]([C:11]3[CH:16]=[CH:15][C:14]([O:17][CH2:18][CH2:19][N:20]4[CH2:25][CH2:24][N:23]([CH3:26])[CH2:22][CH2:21]4)=[C:13]([Cl:27])[C:12]=3[CH3:28])=[C:9]([Sn:38]([CH3:41])([CH3:40])[CH3:39])[S:8][C:4]=2[N:5]=[CH:6][N:7]=1. The catalyst class is: 1. (5) Reactant: [CH3:1][C:2](C)([O-:4])[CH3:3].[K+].[C:7]1([CH2:13][C:14]#[N:15])[CH:12]=[CH:11][CH:10]=[CH:9][CH:8]=1.Cl[C:17]1[CH:22]=[C:21]([O:23][CH2:24][C:25]#[C:26][CH3:27])[N:20]=[CH:19][N:18]=1.[Cl-].[NH4+]. Product: [C:14]([CH:13]([C:17]1[CH:22]=[C:21]([O:23][CH2:24][C:25]#[C:26][CH3:27])[N:20]=[CH:19][N:18]=1)[C:7]1[CH:12]=[CH:11][CH:10]=[CH:9][CH:8]=1)#[N:15].[C:2]([C:3]1[CH:22]=[C:21]([O:23][CH2:24][C:25]#[C:26][CH3:27])[N:20]=[CH:19][N:18]=1)(=[O:4])[C:1]1[CH:11]=[CH:12][CH:7]=[CH:13][CH:14]=1. The catalyst class is: 7. (6) Reactant: [C:1]([N:4]([CH:6]1[CH2:10][CH2:9][NH:8][CH2:7]1)[CH3:5])(=[O:3])[CH3:2].[CH3:11][O:12][C:13]1[N:14]=[C:15]2[C:20](=[CH:21][CH:22]=1)[N:19]=[CH:18][CH:17]=[C:16]2OS(C(F)(F)F)(=O)=O.C(N(CC)CC)C. Product: [CH3:11][O:12][C:13]1[N:14]=[C:15]2[C:20](=[CH:21][CH:22]=1)[N:19]=[CH:18][CH:17]=[C:16]2[N:8]1[CH2:9][CH2:10][CH:6]([N:4]([CH3:5])[C:1](=[O:3])[CH3:2])[CH2:7]1. The catalyst class is: 12. (7) Reactant: [F:1][C:2]1[CH:3]=[C:4]([C:9]2[C:10]3[N:11]([N:16]=[C:17]([NH2:19])[N:18]=3)[CH:12]=[C:13]([F:15])[CH:14]=2)[CH:5]=[CH:6][C:7]=1[F:8].Br[C:21]1[CH:26]=[CH:25][C:24]([N:27]2[CH:31]=[C:30]([CH3:32])[N:29]=[CH:28]2)=[C:23]([O:33][CH3:34])[CH:22]=1.C(Cl)Cl. Product: [F:1][C:2]1[CH:3]=[C:4]([C:9]2[C:10]3[N:11]([N:16]=[C:17]([NH:19][C:21]4[CH:26]=[CH:25][C:24]([N:27]5[CH:31]=[C:30]([CH3:32])[N:29]=[CH:28]5)=[C:23]([O:33][CH3:34])[CH:22]=4)[N:18]=3)[CH:12]=[C:13]([F:15])[CH:14]=2)[CH:5]=[CH:6][C:7]=1[F:8]. The catalyst class is: 61. (8) Reactant: [N+:1]([C:4]1[CH:9]=[CH:8][C:7]([C:10]2[N:15]=[C:14]([N:16]3[CH2:22][CH:21]4[O:23][CH:18]([CH2:19][CH2:20]4)[CH2:17]3)[N:13]=[C:12]([N:24]3[CH2:30][CH:29]4[O:31][CH:26]([CH2:27][CH2:28]4)[CH2:25]3)[CH:11]=2)=[CH:6][CH:5]=1)([O-])=O.C(NC1C=CC=CC=1)C. Product: [CH:18]12[O:23][CH:21]([CH2:20][CH2:19]1)[CH2:22][N:16]([C:14]1[N:15]=[C:10]([C:7]3[CH:8]=[CH:9][C:4]([NH2:1])=[CH:5][CH:6]=3)[CH:11]=[C:12]([N:24]3[CH2:25][CH:26]4[O:31][CH:29]([CH2:28][CH2:27]4)[CH2:30]3)[N:13]=1)[CH2:17]2. The catalyst class is: 29. (9) Reactant: [Cl:1][C:2]1[C:3]([C:9]2[CH:13]=[C:12]([C:14]([F:17])([F:16])[F:15])[N:11]([CH3:18])[N:10]=2)=[N:4][CH:5]=[C:6]([Cl:8])[CH:7]=1.C(O)(=O)C.[Cl:23]Cl. Product: [Cl:1][C:2]1[C:3]([C:9]2[C:13]([Cl:23])=[C:12]([C:14]([F:17])([F:16])[F:15])[N:11]([CH3:18])[N:10]=2)=[N:4][CH:5]=[C:6]([Cl:8])[CH:7]=1. The catalyst class is: 195. (10) Reactant: [NH2:1][C:2]1[S:6][N:5]=[C:4](/[C:7](=[N:37]/[O:38][C:39]([C:42]([OH:44])=[O:43])([CH3:41])[CH3:40])/[C:8]([NH:10][C@@H:11]2[C:35](=[O:36])[N:13]3[C:14]([C:32]([O-:34])=[O:33])=[C:15]([CH2:18][N+:19]4[N:20]([CH3:31])[C:21]([NH2:30])=[C:22]([CH2:24][CH2:25][CH2:26][NH:27]C=O)[CH:23]=4)[CH2:16][S:17][C@H:12]23)=[O:9])[N:3]=1.Cl.C(=O)([O-])O.[Na+]. Product: [NH2:1][C:2]1[S:6][N:5]=[C:4](/[C:7](=[N:37]/[O:38][C:39]([C:42]([OH:44])=[O:43])([CH3:40])[CH3:41])/[C:8]([NH:10][C@@H:11]2[C:35](=[O:36])[N:13]3[C:14]([C:32]([O-:34])=[O:33])=[C:15]([CH2:18][N+:19]4[N:20]([CH3:31])[C:21]([NH2:30])=[C:22]([CH2:24][CH2:25][CH2:26][NH2:27])[CH:23]=4)[CH2:16][S:17][C@H:12]23)=[O:9])[N:3]=1. The catalyst class is: 5.